Dataset: Retrosynthesis with 50K atom-mapped reactions and 10 reaction types from USPTO. Task: Predict the reactants needed to synthesize the given product. Given the product Cc1c(-c2ccccn2)nc2c(C)ccc(F)c2c1N1CC(C)(C)c2ncc(N3CCOCC3)cc21, predict the reactants needed to synthesize it. The reactants are: CC1(C)CNc2cc(N3CCOCC3)cnc21.Cc1c(-c2ccccn2)nc2c(C)ccc(F)c2c1Cl.